This data is from Full USPTO retrosynthesis dataset with 1.9M reactions from patents (1976-2016). The task is: Predict the reactants needed to synthesize the given product. (1) Given the product [F:29][C:4]1[CH:9]=[CH:8][N:7]=[C:6]([C:10]#[N:11])[CH:5]=1, predict the reactants needed to synthesize it. The reactants are: [N+]([C:4]1[CH:9]=[CH:8][N:7]=[C:6]([C:10]#[N:11])[CH:5]=1)([O-])=O.CCCC[N+](CCCC)(CCCC)CCCC.[F-:29].C(OCC)(=O)C.O. (2) Given the product [CH3:12][O:11][C:4]1[C:5]([N+:8]([O-:10])=[O:9])=[N:6][CH:7]=[C:2]([S:14][CH3:13])[CH:3]=1, predict the reactants needed to synthesize it. The reactants are: Br[C:2]1[CH:3]=[C:4]([O:11][CH3:12])[C:5]([N+:8]([O-:10])=[O:9])=[N:6][CH:7]=1.[CH3:13][S-:14].[Na+].O.CCOC(C)=O. (3) Given the product [NH2:9][C:8]1([C:3]2[CH:4]=[CH:5][CH:6]=[CH:7][C:2]=2[F:1])[CH:12]([CH2:11][OH:10])[CH2:13][N:14]([C:16]([O:18][C:19]([CH3:22])([CH3:21])[CH3:20])=[O:17])[CH2:15]1, predict the reactants needed to synthesize it. The reactants are: [F:1][C:2]1[CH:7]=[CH:6][CH:5]=[CH:4][C:3]=1[C:8]12[CH2:15][N:14]([C:16]([O:18][C:19]([CH3:22])([CH3:21])[CH3:20])=[O:17])[CH2:13][CH:12]1[CH2:11][O:10][NH:9]2.C(O)(=O)C.C(=O)(O)[O-].[Na+]. (4) Given the product [CH3:1][O:2][C:3]1[CH:8]=[C:7]([C:9]([NH:11][C:17](=[O:18])/[CH:16]=[CH:15]\[C:14]([OH:19])=[O:13])=[O:10])[CH:6]=[CH:5][N:4]=1, predict the reactants needed to synthesize it. The reactants are: [CH3:1][O:2][C:3]1[CH:8]=[C:7]([C:9]([NH:11]N)=[O:10])[CH:6]=[CH:5][N:4]=1.[O:13]1[C:17](=[O:18])[CH:16]=[CH:15][C:14]1=[O:19].